Dataset: Forward reaction prediction with 1.9M reactions from USPTO patents (1976-2016). Task: Predict the product of the given reaction. (1) Given the reactants [C:1]([N:5]([CH2:13][CH2:14][CH2:15][C:16]#[C:17][C:18]1[S:19][CH:20]=[CH:21][CH:22]=1)[C:6](=[O:12])[C:7]([O:9]CC)=[O:8])([CH3:4])([CH3:3])[CH3:2].[OH-].[K+].Cl, predict the reaction product. The product is: [C:1]([N:5]([CH2:13][CH2:14][CH2:15][C:16]#[C:17][C:18]1[S:19][CH:20]=[CH:21][CH:22]=1)[C:6](=[O:12])[C:7]([OH:9])=[O:8])([CH3:4])([CH3:2])[CH3:3]. (2) Given the reactants [F:1][C:2]1([F:22])[CH2:7][CH2:6][CH:5]([NH:8][C:9]2[C:18]3[C:13](=[C:14]([N+:19]([O-])=O)[CH:15]=[CH:16][CH:17]=3)[N:12]=[CH:11][N:10]=2)[CH2:4][CH2:3]1.[NH4+].[Cl-], predict the reaction product. The product is: [F:22][C:2]1([F:1])[CH2:7][CH2:6][CH:5]([NH:8][C:9]2[C:18]3[C:13](=[C:14]([NH2:19])[CH:15]=[CH:16][CH:17]=3)[N:12]=[CH:11][N:10]=2)[CH2:4][CH2:3]1. (3) Given the reactants [C:1]([O:5][C:6](=[O:23])[NH:7][CH:8]([C:10]1[CH:15]=[C:14]([Cl:16])[C:13]([CH3:17])=[C:12]([CH:18]2[CH2:20][O:19]2)[C:11]=1[O:21][CH3:22])[CH3:9])([CH3:4])([CH3:3])[CH3:2].C(O)C.[CH3:27][CH:28]([NH2:30])[CH3:29].CCN(C(C)C)C(C)C, predict the reaction product. The product is: [Cl:16][C:14]1[C:13]([CH3:17])=[C:12]([CH:18]([OH:19])[CH2:20][NH:30][CH:28]([CH3:29])[CH3:27])[C:11]([O:21][CH3:22])=[C:10]([CH:8]([NH:7][C:6](=[O:23])[O:5][C:1]([CH3:2])([CH3:3])[CH3:4])[CH3:9])[CH:15]=1. (4) Given the reactants [NH:1]1[CH2:4][CH:3]([C:5]2[C:6]([O:25][CH3:26])=[C:7]([CH:13]([NH:15][C:16]3[N:24]=[CH:23][N:22]=[C:21]4[C:17]=3[N:18]=[CH:19][NH:20]4)[CH3:14])[CH:8]=[C:9]([Cl:12])[C:10]=2[Cl:11])[CH2:2]1.CCN(C(C)C)C(C)C.[C:36](Cl)(=[O:38])[CH3:37].[OH-].[Na+], predict the reaction product. The product is: [C:36]([N:1]1[CH2:2][CH:3]([C:5]2[C:6]([O:25][CH3:26])=[C:7]([CH:13]([NH:15][C:16]3[N:24]=[CH:23][N:22]=[C:21]4[C:17]=3[N:18]=[CH:19][NH:20]4)[CH3:14])[CH:8]=[C:9]([Cl:12])[C:10]=2[Cl:11])[CH2:4]1)(=[O:38])[CH3:37]. (5) Given the reactants [C:1]([O:7][C@@H:8]1[C@@H:13]([O:14][C:15](=[O:20])[C:16]([CH3:19])([CH3:18])[CH3:17])[C@H:12]([O:21][C:22](=[O:27])[C:23]([CH3:26])([CH3:25])[CH3:24])[C@@H:11]([CH2:28][O:29][C:30](=[O:35])[C:31]([CH3:34])([CH3:33])[CH3:32])[O:10][C@H:9]1[O:36][C:37]1[C:45]2[C:40](=[N:41][CH:42]=[CH:43][C:44]=2[CH2:46][CH2:47][C:48]2[CH:53]=[CH:52][C:51]([O:54][C:55](=[O:60])[C:56]([CH3:59])([CH3:58])[CH3:57])=[CH:50][CH:49]=2)[NH:39][N:38]=1)(=[O:6])[C:2]([CH3:5])([CH3:4])[CH3:3].[CH3:61][N:62]([CH3:66])[CH2:63][CH2:64]O.C1(P(C2C=CC=CC=2)C2C=CC=CC=2)C=CC=CC=1.N(C(OCC)=O)=NC(OCC)=O, predict the reaction product. The product is: [CH3:61][N:62]([CH3:66])[CH2:63][CH2:64][N:39]1[C:40]2=[N:41][CH:42]=[CH:43][C:44]([CH2:46][CH2:47][C:48]3[CH:49]=[CH:50][C:51]([O:54][C:55](=[O:60])[C:56]([CH3:59])([CH3:58])[CH3:57])=[CH:52][CH:53]=3)=[C:45]2[C:37]([O:36][C@@H:9]2[O:10][C@H:11]([CH2:28][O:29][C:30](=[O:35])[C:31]([CH3:33])([CH3:34])[CH3:32])[C@@H:12]([O:21][C:22](=[O:27])[C:23]([CH3:26])([CH3:25])[CH3:24])[C@H:13]([O:14][C:15](=[O:20])[C:16]([CH3:17])([CH3:19])[CH3:18])[C@H:8]2[O:7][C:1](=[O:6])[C:2]([CH3:3])([CH3:4])[CH3:5])=[N:38]1. (6) Given the reactants C([O:3][C:4](=[O:40])[CH2:5][N:6]([S:28]([N:31]1[C:39]2[C:34](=[CH:35][CH:36]=[CH:37][CH:38]=2)[CH2:33][CH2:32]1)(=[O:30])=[O:29])[CH2:7][C:8]1[CH:13]=[CH:12][C:11]([O:14][CH2:15][CH2:16][C:17]2[N:18]=[C:19]([C:23]3[S:24][CH:25]=[CH:26][CH:27]=3)[O:20][C:21]=2[CH3:22])=[CH:10][CH:9]=1)C.O.[OH-].[Li+], predict the reaction product. The product is: [N:31]1([S:28]([N:6]([CH2:5][C:4]([OH:40])=[O:3])[CH2:7][C:8]2[CH:13]=[CH:12][C:11]([O:14][CH2:15][CH2:16][C:17]3[N:18]=[C:19]([C:23]4[S:24][CH:25]=[CH:26][CH:27]=4)[O:20][C:21]=3[CH3:22])=[CH:10][CH:9]=2)(=[O:30])=[O:29])[C:39]2[C:34](=[CH:35][CH:36]=[CH:37][CH:38]=2)[CH2:33][CH2:32]1.